Dataset: Full USPTO retrosynthesis dataset with 1.9M reactions from patents (1976-2016). Task: Predict the reactants needed to synthesize the given product. (1) Given the product [F:1][C@H:2]([C:6]1[CH:11]=[CH:10][CH:9]=[CH:8][CH:7]=1)[C@H:3]([NH:5][CH2:18][C:17]1[CH:20]=[CH:21][CH:22]=[C:15]([N+:12]([O-:14])=[O:13])[CH:16]=1)[CH3:4], predict the reactants needed to synthesize it. The reactants are: [F:1][C@H:2]([C:6]1[CH:11]=[CH:10][CH:9]=[CH:8][CH:7]=1)[C@H:3]([NH2:5])[CH3:4].[N+:12]([C:15]1[CH:16]=[C:17]([CH:20]=[CH:21][CH:22]=1)[CH:18]=O)([O-:14])=[O:13].CO.[BH4-].[Na+]. (2) Given the product [NH2:1][C@H:2]([C:4]1[N:5]([C:16]2[CH:21]=[CH:20][CH:19]=[CH:18][CH:17]=2)[C:6](=[O:15])[C:7]2[C:12]([CH:13]=1)=[CH:11][CH:10]=[CH:9][C:8]=2[C:28]1[CH:27]=[CH:26][N:25]=[C:24]([O:23][CH3:22])[CH:29]=1)[CH3:3], predict the reactants needed to synthesize it. The reactants are: [NH2:1][C@H:2]([C:4]1[N:5]([C:16]2[CH:21]=[CH:20][CH:19]=[CH:18][CH:17]=2)[C:6](=[O:15])[C:7]2[C:12]([CH:13]=1)=[CH:11][CH:10]=[CH:9][C:8]=2Cl)[CH3:3].[CH3:22][O:23][C:24]1[CH:29]=[C:28](B(O)O)[CH:27]=[CH:26][N:25]=1. (3) Given the product [CH3:21][O:22][C:23](=[O:36])[C@@H:24]([NH:31][C:32]([NH2:35])=[N:33][NH:34][C:10](=[O:12])[C@@H:9]([N:8]([C:6]([O:5][C:1]([CH3:2])([CH3:3])[CH3:4])=[O:7])[CH3:20])[CH2:13][C:14]1[CH:19]=[CH:18][CH:17]=[CH:16][CH:15]=1)[CH2:25][CH2:26][CH2:27][N+:28]([O-:30])=[O:29], predict the reactants needed to synthesize it. The reactants are: [C:1]([O:5][C:6]([N:8]([CH3:20])[C@@H:9]([CH2:13][C:14]1[CH:19]=[CH:18][CH:17]=[CH:16][CH:15]=1)[C:10]([OH:12])=O)=[O:7])([CH3:4])([CH3:3])[CH3:2].[CH3:21][O:22][C:23](=[O:36])[C@@H:24]([NH:31][C:32]([NH2:35])=[N:33][NH2:34])[CH2:25][CH2:26][CH2:27][N+:28]([O-:30])=[O:29].ON1C2C=CC=CC=2N=N1.C(N(CC)CC)C. (4) The reactants are: [CH2:1]([O:3][C:4](=[O:13])[C:5]1[CH:10]=[C:9]([OH:11])[CH:8]=[C:7]([OH:12])[CH:6]=1)[CH3:2].C([O-])=O.[Na+]. Given the product [OH:12][C:7]1[CH2:6][CH:5]([C:4]([O:3][CH2:1][CH3:2])=[O:13])[CH2:10][C:9](=[O:11])[CH:8]=1, predict the reactants needed to synthesize it. (5) Given the product [CH3:24][O:23][C:20]1[N:21]=[CH:22][C:17]([NH:16][C:2]2[C:7]([C:8]3[N:13]=[C:12]([CH3:14])[N:11]=[C:10]([NH2:15])[N:9]=3)=[CH:6][CH:5]=[CH:4][N:3]=2)=[CH:18][CH:19]=1, predict the reactants needed to synthesize it. The reactants are: F[C:2]1[C:7]([C:8]2[N:13]=[C:12]([CH3:14])[N:11]=[C:10]([NH2:15])[N:9]=2)=[CH:6][CH:5]=[CH:4][N:3]=1.[NH2:16][C:17]1[CH:18]=[CH:19][C:20]([O:23][CH3:24])=[N:21][CH:22]=1.